From a dataset of Peptide-MHC class II binding affinity with 134,281 pairs from IEDB. Regression. Given a peptide amino acid sequence and an MHC pseudo amino acid sequence, predict their binding affinity value. This is MHC class II binding data. (1) The peptide sequence is SELYLYKVVKIEPLGVAP. The MHC is DRB1_1201 with pseudo-sequence DRB1_1201. The binding affinity (normalized) is 0.607. (2) The peptide sequence is SFFEEVPNIIHEAIN. The MHC is DRB3_0101 with pseudo-sequence DRB3_0101. The binding affinity (normalized) is 0.387. (3) The peptide sequence is HAAIGAYLEEQEQWK. The MHC is DRB3_0301 with pseudo-sequence DRB3_0301. The binding affinity (normalized) is 0.445. (4) The peptide sequence is NKICTSKGDSARVTV. The MHC is HLA-DPA10103-DPB10401 with pseudo-sequence HLA-DPA10103-DPB10401. The binding affinity (normalized) is 0. (5) The peptide sequence is TDRESLRNLRGYYN. The MHC is DRB1_0701 with pseudo-sequence DRB1_0701. The binding affinity (normalized) is 0.0722. (6) The peptide sequence is IRPRKTHESHLVRSW. The MHC is DRB3_0202 with pseudo-sequence DRB3_0202. The binding affinity (normalized) is 0. (7) The peptide sequence is GARRSGDVLWDIPTP. The MHC is DRB1_1101 with pseudo-sequence DRB1_1101. The binding affinity (normalized) is 0.276. (8) The peptide sequence is FIMAYVNQAHHIDLM. The MHC is DRB1_0301 with pseudo-sequence DRB1_0301. The binding affinity (normalized) is 0.382. (9) The peptide sequence is KGIQIIYTRNHEVKS. The MHC is DRB1_0101 with pseudo-sequence DRB1_0101. The binding affinity (normalized) is 0.834.